From a dataset of Peptide-MHC class I binding affinity with 185,985 pairs from IEDB/IMGT. Regression. Given a peptide amino acid sequence and an MHC pseudo amino acid sequence, predict their binding affinity value. This is MHC class I binding data. (1) The peptide sequence is IQRFSSLRR. The MHC is HLA-A68:01 with pseudo-sequence HLA-A68:01. The binding affinity (normalized) is 0.133. (2) The peptide sequence is SMIENLEYM. The MHC is H-2-Db with pseudo-sequence H-2-Db. The binding affinity (normalized) is 0.685. (3) The peptide sequence is FLHGGDFGV. The MHC is HLA-A02:01 with pseudo-sequence HLA-A02:01. The binding affinity (normalized) is 1.00.